The task is: Predict the product of the given reaction.. This data is from Forward reaction prediction with 1.9M reactions from USPTO patents (1976-2016). (1) Given the reactants Cl[C:2]1[CH:11]=[CH:10][C:5]([C:6]([O:8][CH3:9])=[O:7])=[CH:4][N:3]=1.[OH:12][CH:13]1[CH2:18][CH2:17][NH:16][CH2:15][CH2:14]1.C(N(CC)CC)C, predict the reaction product. The product is: [CH3:9][O:8][C:6]([C:5]1[CH:10]=[CH:11][C:2]([N:16]2[CH2:17][CH2:18][CH:13]([OH:12])[CH2:14][CH2:15]2)=[N:3][CH:4]=1)=[O:7]. (2) Given the reactants I[C:2]1[CH:7]=[CH:6][C:5]([C:8]([F:11])([F:10])[F:9])=[CH:4][CH:3]=1.[C:12]([O-])([O-])=O.[K+].[K+].[CH3:18][C:19]([O-])=O.[K+].[C:23]([O:27][CH3:28])(=[O:26])[CH:24]=[CH2:25].I[CH2:30][CH2:31][CH3:32].[O-]S([O-])(=S)=O.[Na+].[Na+], predict the reaction product. The product is: [CH3:28][O:27][C:23](=[O:26])[CH:24]=[CH:25][C:2]1[C:7]([CH2:30][CH2:31][CH3:32])=[CH:6][C:5]([C:8]([F:11])([F:10])[F:9])=[CH:4][C:3]=1[CH2:12][CH2:19][CH3:18]. (3) Given the reactants [CH:1]([C:3]1[CH:4]=[CH:5][C:6]([O:12][CH3:13])=[C:7](B(O)O)[CH:8]=1)=[O:2].Br[C:15]1[CH:16]=[C:17]2[C:21](=[CH:22][CH:23]=1)[NH:20][CH:19]=[CH:18]2.C([O-])([O-])=O.[K+].[K+], predict the reaction product. The product is: [NH:20]1[C:21]2[C:17](=[CH:16][C:15]([C:7]3[CH:8]=[C:3]([CH:4]=[CH:5][C:6]=3[O:12][CH3:13])[CH:1]=[O:2])=[CH:23][CH:22]=2)[CH:18]=[CH:19]1. (4) Given the reactants [F:1][C:2]1[CH:42]=[CH:41][C:5]([CH2:6][N:7]2[CH2:16][C:15]3[C:10](=[CH:11][C:12]4[N:19]([C:20]([C:33]5[CH:38]=[CH:37][CH:36]=[CH:35][CH:34]=5)([C:27]5[CH:32]=[CH:31][CH:30]=[CH:29][CH:28]=5)[C:21]5[CH:26]=[CH:25][CH:24]=[CH:23][CH:22]=5)[N:18]=[C:17](Br)[C:13]=4[CH:14]=3)[NH:9][C:8]2=[O:40])=[CH:4][CH:3]=1.[N:43]1[CH:48]=[CH:47][C:46](B(O)O)=[CH:45][CH:44]=1.O1CCOC[CH2:53]1.C([O-])([O-])=O.[K+].[K+], predict the reaction product. The product is: [F:1][C:2]1[CH:42]=[CH:41][C:5]([CH2:6][N:7]2[CH2:16][C:15]3[C:10](=[CH:11][C:12]4[N:19]([C:20]([C:33]5[CH:38]=[CH:37][CH:36]=[CH:35][CH:34]=5)([C:27]5[CH:32]=[CH:31][CH:30]=[CH:29][CH:28]=5)[C:21]5[CH:26]=[CH:25][CH:24]=[CH:23][CH:22]=5)[N:18]=[C:17]([C:46]5[CH:47]=[CH:48][N:43]=[C:44]([CH3:53])[CH:45]=5)[C:13]=4[CH:14]=3)[NH:9][C:8]2=[O:40])=[CH:4][CH:3]=1. (5) Given the reactants O1C=C(CN)N=C1.[O:8]1[CH:12]=[CH:11][C:10]([CH2:13][NH2:14])=[N:9]1.[F:15][C:16]1[CH:37]=[CH:36][C:19]([CH2:20][N:21]2[CH2:25][CH2:24][N:23]([C:26]3[CH:27]=[C:28]([CH:32]=[CH:33][N:34]=3)[C:29](O)=[O:30])[C:22]2=[O:35])=[CH:18][CH:17]=1, predict the reaction product. The product is: [F:15][C:16]1[CH:17]=[CH:18][C:19]([CH2:20][N:21]2[CH2:25][CH2:24][N:23]([C:26]3[CH:27]=[C:28]([CH:32]=[CH:33][N:34]=3)[C:29]([NH:14][CH2:13][C:10]3[CH:11]=[CH:12][O:8][N:9]=3)=[O:30])[C:22]2=[O:35])=[CH:36][CH:37]=1. (6) Given the reactants Cl.[C:2]([C:5]1[CH:6]=[C:7]([C:11]2[N:12]=[CH:13][N:14]([C:16]([N:18]([CH3:25])[CH:19]3[CH2:24][CH2:23][NH:22][CH2:21][CH2:20]3)=[O:17])[CH:15]=2)[CH:8]=[CH:9][CH:10]=1)(=[O:4])[NH2:3].C(N(CC)C(C)C)(C)C.[F:35][C:36]1[CH:43]=[CH:42][C:41]([O:44][CH3:45])=[CH:40][C:37]=1[CH:38]=O.[Na].C(O)(=O)C, predict the reaction product. The product is: [C:2]([C:5]1[CH:6]=[C:7]([C:11]2[N:12]=[CH:13][N:14]([C:16]([N:18]([CH:19]3[CH2:24][CH2:23][N:22]([CH2:38][C:37]4[CH:40]=[C:41]([O:44][CH3:45])[CH:42]=[CH:43][C:36]=4[F:35])[CH2:21][CH2:20]3)[CH3:25])=[O:17])[CH:15]=2)[CH:8]=[CH:9][CH:10]=1)(=[O:4])[NH2:3]. (7) Given the reactants [CH:1]([N:4]1[CH2:14][CH:13]2[CH2:15][CH2:16][CH:6]([C:7]3[C:12]2=[CH:11][C:10]([NH2:17])=[CH:9][CH:8]=3)[CH2:5]1)([CH3:3])[CH3:2].Cl[C:19]1[N:24]=[C:23]([NH:25][C:26]2[CH:31]=[CH:30][CH:29]=[CH:28][C:27]=2[S:32]([NH:35][CH3:36])(=[O:34])=[O:33])[C:22]([Cl:37])=[CH:21][N:20]=1, predict the reaction product. The product is: [Cl:37][C:22]1[C:23]([NH:25][C:26]2[CH:31]=[CH:30][CH:29]=[CH:28][C:27]=2[S:32]([NH:35][CH3:36])(=[O:34])=[O:33])=[N:24][C:19]([NH:17][C:10]2[CH:11]=[C:12]3[C:7](=[CH:8][CH:9]=2)[CH:6]2[CH2:16][CH2:15][CH:13]3[CH2:14][N:4]([CH:1]([CH3:3])[CH3:2])[CH2:5]2)=[N:20][CH:21]=1.